Dataset: Forward reaction prediction with 1.9M reactions from USPTO patents (1976-2016). Task: Predict the product of the given reaction. (1) Given the reactants [C:1]1([C:11]([O:13]C)=[O:12])([C:4]([O:6][C:7]([CH3:10])([CH3:9])[CH3:8])=[O:5])[CH2:3][CH2:2]1.O.[OH-].[Li+], predict the reaction product. The product is: [C:7]([O:6][C:4]([C:1]1([C:11]([OH:13])=[O:12])[CH2:3][CH2:2]1)=[O:5])([CH3:10])([CH3:8])[CH3:9]. (2) Given the reactants [Cl:1][CH:2]=[CH:3][CH2:4][N:5]([CH3:17])[CH2:6][C:7]1[C:16]2[C:11](=[CH:12][CH:13]=[CH:14][CH:15]=2)[CH:10]=[CH:9][CH:8]=1.[C:18]([OH:23])(=[O:22])[C:19]([OH:21])=[O:20], predict the reaction product. The product is: [C:18]([OH:23])(=[O:22])[C:19]([OH:21])=[O:20].[Cl:1][CH:2]=[CH:3][CH2:4][N:5]([CH3:17])[CH2:6][C:7]1[C:16]2[C:11](=[CH:12][CH:13]=[CH:14][CH:15]=2)[CH:10]=[CH:9][CH:8]=1.